Dataset: Full USPTO retrosynthesis dataset with 1.9M reactions from patents (1976-2016). Task: Predict the reactants needed to synthesize the given product. Given the product [Cl:24][C:20]1[CH:21]=[C:22]([CH3:23])[C:17]([N:12]2[C:13](=[O:16])[CH:14]=[CH:15][C:10]([CH:8]([NH:40][C:41](=[O:42])[C:7]3[CH:8]=[CH:10][CH:45]=[C:44]([OH:47])[C:26]=3[OH:49])[C:7]([C:26]3[CH:31]=[CH:30][C:29]([F:32])=[CH:28][C:27]=3[F:33])=[O:6])=[CH:11]2)=[C:18]([CH3:25])[CH:19]=1, predict the reactants needed to synthesize it. The reactants are: OC1C(O)=CC=CC=1C([O:6][CH:7]([C:26]1[CH:31]=[CH:30][C:29]([F:32])=[CH:28][C:27]=1[F:33])[C:8]([C:10]1[CH:15]=[CH:14][C:13](=[O:16])[N:12]([C:17]2[C:22]([CH3:23])=[CH:21][C:20]([Cl:24])=[CH:19][C:18]=2[CH3:25])[CH:11]=1)=O)=O.C[N:40](C)[CH:41]=[O:42].[C:44]([O-:47])(=O)[CH3:45].[NH4+].[OH-:49].[Na+].